From a dataset of Catalyst prediction with 721,799 reactions and 888 catalyst types from USPTO. Predict which catalyst facilitates the given reaction. (1) Product: [O:28]=[C:27]1[C:26](=[CH:1][C:3]2[O:7][C:6]([C:8]3[CH:9]=[CH:10][C:11]([C:12]([OH:14])=[O:13])=[CH:15][CH:16]=3)=[CH:5][CH:4]=2)[S:25][C:24](=[S:29])[N:23]1[C:17]1[CH:22]=[CH:21][CH:20]=[CH:19][CH:18]=1. Reactant: [CH:1]([C:3]1[O:7][C:6]([C:8]2[CH:16]=[CH:15][C:11]([C:12]([OH:14])=[O:13])=[CH:10][CH:9]=2)=[CH:5][CH:4]=1)=O.[C:17]1([N:23]2[C:27](=[O:28])[CH2:26][S:25][C:24]2=[S:29])[CH:22]=[CH:21][CH:20]=[CH:19][CH:18]=1.C(OCC)(=O)C.Cl. The catalyst class is: 360. (2) Reactant: C([O:5][C:6](=[O:35])[C@@H:7]([NH:12][C:13]([C:15]1[CH:34]=[CH:33][C:18]2[N:19]([CH:28]([CH2:31][CH3:32])[CH2:29][CH3:30])[C:20]([CH2:22][CH:23]3[CH2:27][CH2:26][CH2:25][O:24]3)=[N:21][C:17]=2[CH:16]=1)=[O:14])[CH2:8][CH:9]([CH3:11])[CH3:10])(C)(C)C.FC(F)(F)C(O)=O. Product: [CH2:29]([CH:28]([N:19]1[C:18]2[CH:33]=[CH:34][C:15]([C:13]([NH:12][C@@H:7]([CH2:8][CH:9]([CH3:10])[CH3:11])[C:6]([OH:35])=[O:5])=[O:14])=[CH:16][C:17]=2[N:21]=[C:20]1[CH2:22][CH:23]1[CH2:27][CH2:26][CH2:25][O:24]1)[CH2:31][CH3:32])[CH3:30]. The catalyst class is: 4. (3) Reactant: Cl[C:2]1[CH:9]=[C:8]([C:10]2[C:11]([C:15]([F:18])([F:17])[F:16])=[N:12][NH:13][CH:14]=2)[CH:7]=[CH:6][C:3]=1[C:4]#[N:5].[S-2:19].[Na+].[Na+].O. Product: [SH:19][C:2]1[CH:9]=[C:8]([C:10]2[C:11]([C:15]([F:18])([F:17])[F:16])=[N:12][NH:13][CH:14]=2)[CH:7]=[CH:6][C:3]=1[C:4]#[N:5]. The catalyst class is: 9. (4) Product: [Br:1][C:2]1[CH:3]=[C:4]([CH:8]=[CH:9][N:10]=1)[C:5]([O:7][CH3:14])=[O:6]. The catalyst class is: 4. Reactant: [Br:1][C:2]1[CH:3]=[C:4]([CH:8]=[CH:9][N:10]=1)[C:5]([OH:7])=[O:6].CO.Cl.[CH2:14](N=C=NCCCN(C)C)C. (5) The catalyst class is: 9. Product: [CH3:31][N:32]([CH3:36])[CH2:33][CH2:34][O:20][C:19]([C:9]1[S:8][C:7]2[C:6]3[CH:22]=[CH:23][C:3]([O:2][CH3:1])=[CH:4][C:5]=3[O:14][C:13]3[CH:15]=[CH:16][CH:17]=[CH:18][C:12]=3[C:11]=2[CH:10]=1)=[O:21]. Reactant: [CH3:1][O:2][C:3]1[CH:23]=[CH:22][C:6]2[C:7]3[S:8][C:9]([C:19]([OH:21])=[O:20])=[CH:10][C:11]=3[C:12]3[CH:18]=[CH:17][CH:16]=[CH:15][C:13]=3[O:14][C:5]=2[CH:4]=1.C(=O)([O-])[O-].[K+].[K+].Cl.[CH3:31][N:32]([CH3:36])[CH2:33][CH2:34]Cl. (6) Reactant: [CH3:1][O:2][C:3]1[C:4]([NH2:9])=[N:5][CH:6]=[CH:7][CH:8]=1.[Cl:10]N1C(=O)CCC1=O. Product: [CH3:1][O:2][C:3]1[C:4]([NH2:9])=[N:5][CH:6]=[C:7]([Cl:10])[CH:8]=1. The catalyst class is: 13.